Dataset: Full USPTO retrosynthesis dataset with 1.9M reactions from patents (1976-2016). Task: Predict the reactants needed to synthesize the given product. The reactants are: [H-].[Na+].[NH2:3][C:4]1[CH:9]=[CH:8][CH:7]=[CH:6][C:5]=1[S:10]([CH:13]([CH3:15])[CH3:14])(=[O:12])=[O:11].[Cl:16][C:17]1[N:22]=[C:21](Cl)[CH:20]=[CH:19][N:18]=1. Given the product [Cl:16][C:17]1[N:22]=[C:21]([NH:3][C:4]2[CH:9]=[CH:8][CH:7]=[CH:6][C:5]=2[S:10]([CH:13]([CH3:15])[CH3:14])(=[O:12])=[O:11])[CH:20]=[CH:19][N:18]=1, predict the reactants needed to synthesize it.